From a dataset of Full USPTO retrosynthesis dataset with 1.9M reactions from patents (1976-2016). Predict the reactants needed to synthesize the given product. (1) Given the product [Cl:1][C:2]1[CH:3]=[C:4]([CH:8]=[CH:9][CH:10]=1)[C:5]([N:19]([O:28][CH3:27])[CH3:21])=[O:6], predict the reactants needed to synthesize it. The reactants are: [Cl:1][C:2]1[CH:3]=[C:4]([CH:8]=[CH:9][CH:10]=1)[C:5](O)=[O:6].CCN=C=NCCC[N:19]([CH3:21])C.Cl.Cl.CN([CH:27]=[O:28])C. (2) Given the product [F:1][C:2]1[CH:3]=[C:4]([CH:29]=[CH:30][CH:31]=1)[CH2:5][N:6]1[C:11](=[O:12])[CH:10]=[CH:9][C:8]([CH2:13][C:14]2[C:22]3[C:17](=[CH:18][CH:19]=[CH:20][CH:21]=3)[N:16]([CH2:23][C:24]([OH:26])=[O:25])[C:15]=2[CH3:28])=[CH:7]1, predict the reactants needed to synthesize it. The reactants are: [F:1][C:2]1[CH:3]=[C:4]([CH:29]=[CH:30][CH:31]=1)[CH2:5][N:6]1[C:11](=[O:12])[CH:10]=[CH:9][C:8]([CH2:13][C:14]2[C:22]3[C:17](=[CH:18][CH:19]=[CH:20][CH:21]=3)[N:16]([CH2:23][C:24]([O:26]C)=[O:25])[C:15]=2[CH3:28])=[CH:7]1.O.[OH-].[Li+]. (3) Given the product [C:14]1(/[CH:13]=[CH:12]/[CH:11]([NH:10][C:8](=[O:9])[CH2:7][C:1]2[CH:6]=[CH:5][CH:4]=[CH:3][CH:2]=2)[NH:10][C:8](=[O:9])[CH2:7][C:1]2[CH:6]=[CH:5][CH:4]=[CH:3][CH:2]=2)[CH:19]=[CH:18][CH:17]=[CH:16][CH:15]=1, predict the reactants needed to synthesize it. The reactants are: [C:1]1([CH2:7][C:8]([NH2:10])=[O:9])[CH:6]=[CH:5][CH:4]=[CH:3][CH:2]=1.[CH:11](=O)[CH:12]=[CH:13][C:14]1[CH:19]=[CH:18][CH:17]=[CH:16][CH:15]=1. (4) The reactants are: [C:1]([NH:5][C:6]1[CH:11]=[CH:10][C:9]([C:12]2[CH:13]=[N:14][C:15]([NH2:18])=[N:16][CH:17]=2)=[CH:8][C:7]=1[N+:19]([O-])=O)([CH3:4])([CH3:3])[CH3:2].C([O-])=O.[NH4+]. Given the product [NH2:18][C:15]1[N:16]=[CH:17][C:12]([C:9]2[CH:8]=[C:7]([NH2:19])[C:6]([NH:5][C:1]([CH3:3])([CH3:2])[CH3:4])=[CH:11][CH:10]=2)=[CH:13][N:14]=1, predict the reactants needed to synthesize it. (5) Given the product [Br:16][C:17]1[CH:22]=[CH:21][C:20]([CH:23]([NH:25][C:12](=[O:14])[CH2:11][C:6]2[CH:7]=[CH:8][CH:9]=[C:10]3[C:5]=2[CH:4]=[CH:3][N:2]=[CH:1]3)[CH3:24])=[CH:19][CH:18]=1, predict the reactants needed to synthesize it. The reactants are: [CH:1]1[C:10]2[C:5](=[C:6]([CH2:11][C:12]([O:14]C)=O)[CH:7]=[CH:8][CH:9]=2)[CH:4]=[CH:3][N:2]=1.[Br:16][C:17]1[CH:22]=[CH:21][C:20]([CH:23]([NH2:25])[CH3:24])=[CH:19][CH:18]=1.BrC1C=CC(CN)=CC=1.N. (6) Given the product [CH2:14]([O:13][C:11]([C:10]1[CH:9]=[N:8][N:7]2[C:2]([NH:35][C:34]3[CH:36]=[C:37]([CH3:40])[CH:38]=[CH:39][C:33]=3[F:32])=[C:3]([C:16]([N:18]3[CH2:23][CH2:22][C:21]4([C:27]5[CH:28]=[CH:29][CH:30]=[CH:31][C:26]=5[O:25][CH2:24]4)[CH2:20][CH2:19]3)=[O:17])[CH:4]=[N:5][C:6]=12)=[O:12])[CH3:15], predict the reactants needed to synthesize it. The reactants are: Cl[C:2]1[N:7]2[N:8]=[CH:9][C:10]([C:11]([O:13][CH2:14][CH3:15])=[O:12])=[C:6]2[N:5]=[CH:4][C:3]=1[C:16]([N:18]1[CH2:23][CH2:22][C:21]2([C:27]3[CH:28]=[CH:29][CH:30]=[CH:31][C:26]=3[O:25][CH2:24]2)[CH2:20][CH2:19]1)=[O:17].[F:32][C:33]1[CH:39]=[CH:38][C:37]([CH3:40])=[CH:36][C:34]=1[NH2:35]. (7) Given the product [F:41][CH:2]([F:1])[C:3]1[C:8]([F:9])=[C:7]([S:10](=[O:19])(=[O:18])[NH:11][C@@H:12]([CH3:17])[C:13]([F:14])([F:16])[F:15])[CH:6]=[CH:5][C:4]=1[C:20]1[S:24][C:23]([C:25]2[CH:29]=[C:28]([CH2:30][C:31]([CH3:36])([CH3:37])[C:32]([O:34][CH3:35])=[O:33])[O:27][N:26]=2)=[N:22][C:21]=1[C:38]([N:70]1[CH2:71][CH2:72][C:67]([F:73])([F:66])[CH2:68][CH2:69]1)=[O:39], predict the reactants needed to synthesize it. The reactants are: [F:1][CH:2]([F:41])[C:3]1[C:8]([F:9])=[C:7]([S:10](=[O:19])(=[O:18])[NH:11][C@@H:12]([CH3:17])[C:13]([F:16])([F:15])[F:14])[CH:6]=[CH:5][C:4]=1[C:20]1[S:24][C:23]([C:25]2[CH:29]=[C:28]([CH2:30][C:31]([CH3:37])([CH3:36])[C:32]([O:34][CH3:35])=[O:33])[O:27][N:26]=2)=[N:22][C:21]=1[C:38](O)=[O:39].CN(C(ON1N=NC2C=CC=NC1=2)=[N+](C)C)C.F[P-](F)(F)(F)(F)F.[F:66][C:67]1([F:73])[CH2:72][CH2:71][NH:70][CH2:69][CH2:68]1. (8) Given the product [CH3:16][O:17][C:18]1[CH:23]=[CH:22][CH:21]=[CH:20][C:19]=1[N:24]1[CH2:29][CH2:28][N:27]([CH2:13][CH2:12][CH2:11][CH:9]2[O:8][N:7]=[C:6]([C:2]3[S:1][CH:5]=[CH:4][CH:3]=3)[CH2:10]2)[CH2:26][CH2:25]1, predict the reactants needed to synthesize it. The reactants are: [S:1]1[CH:5]=[CH:4][CH:3]=[C:2]1[C:6]1[CH2:10][CH:9]([CH2:11][CH2:12][CH:13]=O)[O:8][N:7]=1.Cl.[CH3:16][O:17][C:18]1[CH:23]=[CH:22][CH:21]=[CH:20][C:19]=1[N:24]1[CH2:29][CH2:28][NH:27][CH2:26][CH2:25]1.[BH-](OC(C)=O)(OC(C)=O)OC(C)=O.[Na+].C(N(C(C)C)CC)(C)C. (9) Given the product [CH:1]1([C:7]2[CH:8]=[CH:9][C:10]([S:18]([C:21]3[CH:22]=[CH:23][C:24]([CH2:27][C@H:28]([NH:30][C:31](=[O:36])[C:32]([F:33])([F:34])[F:35])[CH3:29])=[CH:25][CH:26]=3)(=[O:19])=[O:20])=[C:11]([CH:17]=2)[C:12]([O:14][CH2:15][CH3:16])=[O:13])[CH2:6][CH2:5][CH2:4][CH2:3][CH2:2]1, predict the reactants needed to synthesize it. The reactants are: [CH:1]1([C:7]2[CH:8]=[CH:9][C:10]([S:18]([C:21]3[CH:26]=[CH:25][C:24]([CH2:27][C@H:28]([NH:30][C:31](=[O:36])[C:32]([F:35])([F:34])[F:33])[CH3:29])=[CH:23][CH:22]=3)(=[O:20])=[O:19])=[C:11]([CH:17]=2)[C:12]([O:14][CH2:15][CH3:16])=[O:13])[CH2:6][CH2:5][CH2:4][CH:3]=[CH:2]1.[H][H].